This data is from Peptide-MHC class I binding affinity with 185,985 pairs from IEDB/IMGT. The task is: Regression. Given a peptide amino acid sequence and an MHC pseudo amino acid sequence, predict their binding affinity value. This is MHC class I binding data. The peptide sequence is NTLTLAVPY. The MHC is HLA-A29:02 with pseudo-sequence HLA-A29:02. The binding affinity (normalized) is 0.353.